This data is from Forward reaction prediction with 1.9M reactions from USPTO patents (1976-2016). The task is: Predict the product of the given reaction. (1) Given the reactants C1COCC1.C([O:14][CH2:15][C:16]1([CH3:26])[O:25][CH2:24][C:19]2([O:23][CH2:22][CH2:21][O:20]2)[CH2:18][O:17]1)(=O)C1C=CC=CC=1.[OH-].[Na+], predict the reaction product. The product is: [CH3:26][C:16]1([CH2:15][OH:14])[O:17][CH2:18][C:19]2([O:20][CH2:21][CH2:22][O:23]2)[CH2:24][O:25]1. (2) Given the reactants [C:1]([N:11]1[C@@H:15]([CH2:16][C:17]2[CH:22]=[CH:21][CH:20]=[CH:19][CH:18]=2)[CH2:14][O:13][C:12]1=[O:23])(=[O:10])/[CH:2]=[CH:3]/[C:4]1[CH:9]=[CH:8][CH:7]=[CH:6][CH:5]=1.CO[CH2:26][N:27]([CH2:33][C:34]1[CH:39]=[CH:38][CH:37]=[CH:36][CH:35]=1)[CH2:28][Si](C)(C)C.FC(F)(F)C(O)=O, predict the reaction product. The product is: [CH2:33]([N:27]1[CH2:28][C@H:3]([C:4]2[CH:5]=[CH:6][CH:7]=[CH:8][CH:9]=2)[C@@H:2]([C:1]([N:11]2[C@@H:15]([CH2:16][C:17]3[CH:18]=[CH:19][CH:20]=[CH:21][CH:22]=3)[CH2:14][O:13][C:12]2=[O:23])=[O:10])[CH2:26]1)[C:34]1[CH:39]=[CH:38][CH:37]=[CH:36][CH:35]=1.[CH2:33]([N:27]1[CH2:28][C@@H:3]([C:4]2[CH:5]=[CH:6][CH:7]=[CH:8][CH:9]=2)[C@H:2]([C:1]([N:11]2[C@@H:15]([CH2:16][C:17]3[CH:18]=[CH:19][CH:20]=[CH:21][CH:22]=3)[CH2:14][O:13][C:12]2=[O:23])=[O:10])[CH2:26]1)[C:34]1[CH:39]=[CH:38][CH:37]=[CH:36][CH:35]=1. (3) Given the reactants N([C:4]1C=C(S(C)(=O)=O)C=C[C:5]=1OC)=C=S.[CH3:16][S:17]([C:20]1[CH:21]=[CH:22][C:23]([O:40][CH3:41])=[C:24]([NH:26][C:27]([NH:29][C:30]2[CH:38]=[CH:37][CH:36]=[C:35]3[C:31]=2[CH:32]=[N:33][N:34]3C)=[S:28])[CH:25]=1)(=[O:19])=[O:18], predict the reaction product. The product is: [CH2:4]([N:33]1[CH:32]=[C:31]2[C:35]([CH:36]=[CH:37][CH:38]=[C:30]2[NH:29][C:27]([NH:26][C:24]2[CH:25]=[C:20]([S:17]([CH3:16])(=[O:18])=[O:19])[CH:21]=[CH:22][C:23]=2[O:40][CH3:41])=[S:28])=[N:34]1)[CH3:5]. (4) Given the reactants Br[C:2]([CH3:9])([CH3:8])[C:3]([O:5][CH2:6][CH3:7])=[O:4].[CH3:10][C:11]([SH:14])([CH3:13])[CH3:12].[OH-].[K+], predict the reaction product. The product is: [CH2:6]([O:5][C:3](=[O:4])[C:2]([S:14][C:11]([CH3:13])([CH3:12])[CH3:10])([CH3:9])[CH3:8])[CH3:7].